Dataset: Full USPTO retrosynthesis dataset with 1.9M reactions from patents (1976-2016). Task: Predict the reactants needed to synthesize the given product. (1) Given the product [CH:1]([O:4][C:5]1[CH:10]=[CH:9][C:8]([CH2:11][CH2:12][CH2:13][O:14][C:28]2[CH:32]=[C:31]([CH2:33][CH2:34][C:35]([OH:37])=[O:36])[N:30]([CH3:40])[N:29]=2)=[C:7]([O:15][CH2:16][C:17]2[CH:18]=[CH:19][C:20]([C:23]([F:24])([F:25])[F:26])=[CH:21][CH:22]=2)[CH:6]=1)([CH3:3])[CH3:2], predict the reactants needed to synthesize it. The reactants are: [CH:1]([O:4][C:5]1[CH:10]=[CH:9][C:8]([CH2:11][CH2:12][CH2:13][OH:14])=[C:7]([O:15][CH2:16][C:17]2[CH:22]=[CH:21][C:20]([C:23]([F:26])([F:25])[F:24])=[CH:19][CH:18]=2)[CH:6]=1)([CH3:3])[CH3:2].O[C:28]1[CH:32]=[C:31]([CH2:33][CH2:34][C:35]([O:37]CC)=[O:36])[N:30]([CH3:40])[N:29]=1.C(P(CCCC)CCCC)CCC.N(C(N1CCCCC1)=O)=NC(N1CCCCC1)=O.O1CCCC1CO.[OH-].[Na+].Cl. (2) Given the product [N:18]([C@H:13]1[CH2:12][C@H:11]([N:8]2[CH:7]=[N:6][C:5]3[C:9]2=[N:10][C:2]([NH2:1])=[N:3][C:4]=3[NH2:22])[O:15][C@@H:14]1[CH2:16][OH:17])=[N+:19]=[N-:20], predict the reactants needed to synthesize it. The reactants are: [NH2:1][C:2]1[N:10]=[C:9]2[C:5]([N:6]=[CH:7][N:8]2[C@@H:11]2[O:15][C@H:14]([CH2:16][OH:17])[C@@H:13]([N:18]=[N+:19]=[N-:20])[CH2:12]2)=[C:4](Cl)[N:3]=1.[NH3:22].CO. (3) Given the product [C:29]([C:26]([C:22]1[CH:21]=[C:20]([CH:25]=[CH:24][CH:23]=1)[C:19]([NH:18][C:14]1[CH:15]=[CH:16][CH:17]=[C:12]([O:11][C:9]2[C:8]([F:32])=[CH:7][C:5]3[N:6]=[C:2]([NH:1][C:36]([CH:33]4[CH2:35][CH2:34]4)=[O:37])[S:3][C:4]=3[CH:10]=2)[CH:13]=1)=[O:31])([CH3:28])[CH3:27])#[N:30], predict the reactants needed to synthesize it. The reactants are: [NH2:1][C:2]1[S:3][C:4]2[CH:10]=[C:9]([O:11][C:12]3[CH:13]=[C:14]([NH:18][C:19](=[O:31])[C:20]4[CH:25]=[CH:24][CH:23]=[C:22]([C:26]([C:29]#[N:30])([CH3:28])[CH3:27])[CH:21]=4)[CH:15]=[CH:16][CH:17]=3)[C:8]([F:32])=[CH:7][C:5]=2[N:6]=1.[CH:33]1([C:36](Cl)=[O:37])[CH2:35][CH2:34]1. (4) Given the product [C:1]1([C:7]2([C@@H:19]([NH2:21])[CH3:20])[CH2:8][CH2:9][N:10]([S:13]([CH2:16][CH2:17][CH3:18])(=[O:15])=[O:14])[CH2:11][CH2:12]2)[CH:6]=[CH:5][CH:4]=[CH:3][CH:2]=1, predict the reactants needed to synthesize it. The reactants are: [C:1]1([C:7]2(/[C:19](=[N:21]/O)/[CH3:20])[CH2:12][CH2:11][N:10]([S:13]([CH2:16][CH2:17][CH3:18])(=[O:15])=[O:14])[CH2:9][CH2:8]2)[CH:6]=[CH:5][CH:4]=[CH:3][CH:2]=1. (5) Given the product [C:1]([O:5][C:6]([NH:8][C@@H:9]1[C:23](=[O:24])[N:22]2[CH2:25][C@H:26]([O:28][C:38]3[C:47]4[C:42](=[CH:43][CH:44]=[CH:45][CH:46]=4)[C:41]([O:48][CH3:49])=[CH:40][N:39]=3)[CH2:27][C@H:21]2[C:20](=[O:29])[NH:19][C@:18]2([C:31]([OH:33])=[O:32])[CH2:30][C@H:17]2[CH:16]=[CH:15][CH2:14][CH2:13][CH:12]([CH3:35])[CH2:11][C@H:10]1[CH3:36])=[O:7])([CH3:3])([CH3:4])[CH3:2], predict the reactants needed to synthesize it. The reactants are: [C:1]([O:5][C:6]([NH:8][C@@H:9]1[C:23](=[O:24])[N:22]2[CH2:25][C@H:26]([OH:28])[CH2:27][C@H:21]2[C:20](=[O:29])[NH:19][C@:18]2([C:31]([O:33]C)=[O:32])[CH2:30][C@H:17]2[CH:16]=[CH:15][CH2:14][CH2:13][CH:12]([CH3:35])[CH2:11][C@H:10]1[CH3:36])=[O:7])([CH3:4])([CH3:3])[CH3:2].F[C:38]1[C:47]2[C:42](=[CH:43][CH:44]=[CH:45][CH:46]=2)[C:41]([O:48][CH3:49])=[CH:40][N:39]=1.CC([O-])(C)C.[K+].